Dataset: Forward reaction prediction with 1.9M reactions from USPTO patents (1976-2016). Task: Predict the product of the given reaction. (1) Given the reactants [CH:1]1[CH:2]=[CH:3][C:4]2[NH:11][C:9](=[O:10])[CH:8]=[C:7]([CH2:12][CH:13]([NH:17][C:18]([C:20]3[CH:21]=[CH:22][C:23]([Cl:26])=[CH:24][CH:25]=3)=[O:19])[C:14]([OH:16])=[O:15])[C:5]=2[CH:6]=1.Cl[CH2:28][C:29](=[O:32])[CH2:30][CH3:31], predict the reaction product. The product is: [Cl:26][C:23]1[CH:24]=[CH:25][C:20]([C:18]([NH:17][CH:13]([CH2:12][C:7]2[C:5]3[C:4](=[CH:3][CH:2]=[CH:1][CH:6]=3)[NH:11][C:9](=[O:10])[CH:8]=2)[C:14]([O:16][CH2:28][C:29](=[O:32])[CH2:30][CH3:31])=[O:15])=[O:19])=[CH:21][CH:22]=1. (2) Given the reactants [CH2:1]([N:3]1[C:11]2[C:6](=[CH:7][C:8]([C:12]3[NH:13][C:14]4[N:15]([N:19]=[CH:20][C:21]=4[C:22]([O:24]CC)=[O:23])[C:16](=[O:18])[CH:17]=3)=[CH:9][CH:10]=2)[CH:5]=[N:4]1)[CH3:2].[OH-].[Na+].O.Cl, predict the reaction product. The product is: [CH2:1]([N:3]1[C:11]2[C:6](=[CH:7][C:8]([C:12]3[NH:13][C:14]4[N:15]([N:19]=[CH:20][C:21]=4[C:22]([OH:24])=[O:23])[C:16](=[O:18])[CH:17]=3)=[CH:9][CH:10]=2)[CH:5]=[N:4]1)[CH3:2]. (3) Given the reactants [F:1][C:2]1[CH:24]=[C:23]([N+:25]([O-])=O)[CH:22]=[CH:21][C:3]=1[O:4][C:5]1[CH:10]=[CH:9][N:8]=[C:7]2[CH:11]=[C:12]([C:14]3[CH2:15][CH2:16][N:17]([CH3:20])[CH2:18][CH:19]=3)[S:13][C:6]=12.[NH4+].[Cl-].O, predict the reaction product. The product is: [F:1][C:2]1[CH:24]=[C:23]([CH:22]=[CH:21][C:3]=1[O:4][C:5]1[CH:10]=[CH:9][N:8]=[C:7]2[CH:11]=[C:12]([C:14]3[CH2:15][CH2:16][N:17]([CH3:20])[CH2:18][CH:19]=3)[S:13][C:6]=12)[NH2:25].